This data is from Catalyst prediction with 721,799 reactions and 888 catalyst types from USPTO. The task is: Predict which catalyst facilitates the given reaction. (1) Reactant: [CH2:1]([O:8][N:9]1[C:15](=[O:16])[N:14]2[CH2:17][C@H:10]1[CH2:11][CH2:12][C@H:13]2[C:18]([OH:20])=O)[C:2]1[CH:7]=[CH:6][CH:5]=[CH:4][CH:3]=1.[NH2:21][O:22][C@@H:23]1[CH2:28][CH2:27][CH2:26][N:25]([C:29]([O:31][C:32]([CH3:35])([CH3:34])[CH3:33])=[O:30])[CH2:24]1.ON1C2C=CC=CC=2N=N1.Cl.C(N=C=NCCCN(C)C)C. Product: [CH2:1]([O:8][N:9]1[C:15](=[O:16])[N:14]2[CH2:17][C@H:10]1[CH2:11][CH2:12][C@H:13]2[C:18]([NH:21][O:22][C@@H:23]1[CH2:28][CH2:27][CH2:26][N:25]([C:29]([O:31][C:32]([CH3:35])([CH3:34])[CH3:33])=[O:30])[CH2:24]1)=[O:20])[C:2]1[CH:3]=[CH:4][CH:5]=[CH:6][CH:7]=1. The catalyst class is: 2. (2) Reactant: [CH2:1]([C:3]1[CH:8]=[CH:7][CH:6]=[CH:5][C:4]=1[N:9]([C:13]1[CH:18]=[CH:17][CH:16]=[CH:15][C:14]=1[CH2:19][CH3:20])C(=O)C)[CH3:2].[OH-].[K+].CCO. Product: [CH2:19]([C:14]1[CH:15]=[CH:16][CH:17]=[CH:18][C:13]=1[NH:9][C:4]1[CH:5]=[CH:6][CH:7]=[CH:8][C:3]=1[CH2:1][CH3:2])[CH3:20]. The catalyst class is: 6. (3) Reactant: [CH2:1]([O:8][C@H:9]1[C@H:14]([O:15][CH2:16][C:17]2[CH:22]=[CH:21][CH:20]=[CH:19][CH:18]=2)[C@@H:13]([O:23][CH2:24][C:25]2[CH:30]=[CH:29][CH:28]=[CH:27][CH:26]=2)[C@@:12]([C:33]2[CH:38]=[CH:37][C:36]([Cl:39])=[C:35]([CH2:40][C:41]3[CH:46]=[CH:45][C:44]([O:47][CH2:48][CH3:49])=[CH:43][CH:42]=3)[CH:34]=2)([O:31][CH3:32])[O:11][C@@H:10]1[CH:50]=[O:51])[C:2]1[CH:7]=[CH:6][CH:5]=[CH:4][CH:3]=1.N12CCCN=C1CCCCC2.[CH2:63]=[O:64]. Product: [CH2:1]([O:8][C@H:9]1[C@H:14]([O:15][CH2:16][C:17]2[CH:18]=[CH:19][CH:20]=[CH:21][CH:22]=2)[C@@H:13]([O:23][CH2:24][C:25]2[CH:30]=[CH:29][CH:28]=[CH:27][CH:26]=2)[C@@:12]([C:33]2[CH:38]=[CH:37][C:36]([Cl:39])=[C:35]([CH2:40][C:41]3[CH:42]=[CH:43][C:44]([O:47][CH2:48][CH3:49])=[CH:45][CH:46]=3)[CH:34]=2)([O:31][CH3:32])[O:11][C@@:10]1([CH2:63][OH:64])[CH:50]=[O:51])[C:2]1[CH:7]=[CH:6][CH:5]=[CH:4][CH:3]=1. The catalyst class is: 9. (4) The catalyst class is: 32. Reactant: Cl[C:2]1[C:7]([N+:8]([O-:10])=[O:9])=[CH:6][N:5]=[C:4]2[CH:11]=[CH:12][S:13][C:3]=12.[NH2:14][CH:15]1[CH2:20][CH2:19][CH:18]([NH:21][C:22](=[O:28])[O:23][C:24]([CH3:27])([CH3:26])[CH3:25])[CH2:17][CH2:16]1.C(N(CC)CC)C. Product: [N+:8]([C:7]1[C:2]([NH:14][CH:15]2[CH2:20][CH2:19][CH:18]([NH:21][C:22](=[O:28])[O:23][C:24]([CH3:26])([CH3:25])[CH3:27])[CH2:17][CH2:16]2)=[C:3]2[S:13][CH:12]=[CH:11][C:4]2=[N:5][CH:6]=1)([O-:10])=[O:9]. (5) Reactant: OS(C(F)(F)F)(=O)=O.[NH2:9][CH:10]([NH2:28])[O:11][CH:12]1[CH2:17][CH2:16][N:15]([C:18]([O:20][CH2:21][C:22]2[CH:27]=[CH:26][CH:25]=[CH:24][CH:23]=2)=[O:19])[CH2:14][CH2:13]1.CN(/[CH:32]=[C:33]1\[CH2:34][N:35]([CH3:40])[CH2:36][CH2:37][C:38]\1=O)C.O. Product: [CH3:40][N:35]1[CH2:36][CH2:37][C:38]2[N:28]=[C:10]([O:11][CH:12]3[CH2:13][CH2:14][N:15]([C:18]([O:20][CH2:21][C:22]4[CH:27]=[CH:26][CH:25]=[CH:24][CH:23]=4)=[O:19])[CH2:16][CH2:17]3)[N:9]=[CH:32][C:33]=2[CH2:34]1. The catalyst class is: 14.